Dataset: Full USPTO retrosynthesis dataset with 1.9M reactions from patents (1976-2016). Task: Predict the reactants needed to synthesize the given product. (1) Given the product [S:1](=[O:38])(=[O:37])([O:3][CH2:4][C@@H:5]1[CH2:9][C@@H:8]([O:10][C:11]2[CH:16]=[C:15]([NH:17][C@@H:18]3[C:26]4[C:21](=[CH:22][CH:23]=[CH:24][CH:25]=4)[CH2:20][C@@H:19]3[O:27][CH3:28])[N:14]=[CH:13][N:12]=2)[CH2:7][C@@H:6]1[OH:29])[NH2:2], predict the reactants needed to synthesize it. The reactants are: [S:1](=[O:38])(=[O:37])([O:3][CH2:4][C@@H:5]1[CH2:9][C@@H:8]([O:10][C:11]2[CH:16]=[C:15]([NH:17][C@@H:18]3[C:26]4[C:21](=[CH:22][CH:23]=[CH:24][CH:25]=4)[CH2:20][C@@H:19]3[O:27][CH3:28])[N:14]=[CH:13][N:12]=2)[CH2:7][C@@H:6]1[O:29][Si](C(C)(C)C)(C)C)[NH2:2].F.N1C=CC=CC=1. (2) Given the product [CH3:23][N:24]([C:25]1[CH:26]=[N:27][CH:28]=[CH:29][CH:30]=1)[C:14]([C:11]1[CH:10]=[N:9][N:8]([C:3]2[C:2]([CH3:1])=[CH:7][CH:6]=[CH:5][N:4]=2)[C:12]=1[CH3:13])=[O:16], predict the reactants needed to synthesize it. The reactants are: [CH3:1][C:2]1[C:3]([N:8]2[C:12]([CH3:13])=[C:11]([C:14]([OH:16])=O)[CH:10]=[N:9]2)=[N:4][CH:5]=[CH:6][CH:7]=1.C(Cl)(=O)C(Cl)=O.[CH3:23][NH:24][C:25]1[CH:26]=[N:27][CH:28]=[CH:29][CH:30]=1.C(N(CC)CC)C.[Cl-].[NH4+]. (3) Given the product [CH2:1]([N:3]([CH2:20][CH3:21])[CH2:4][CH2:5][N:6]1[CH2:12][CH2:11][CH2:10][C:9]2[NH:13][C:14](/[CH:17]=[C:31]3\[C:23](=[O:22])[NH:24][C:25]4[C:30]\3=[CH:29][C:28]([NH:32][C:33](=[O:35])[CH3:34])=[CH:27][CH:26]=4)=[C:15]([CH3:16])[C:8]=2[C:7]1=[O:19])[CH3:2], predict the reactants needed to synthesize it. The reactants are: [CH2:1]([N:3]([CH2:20][CH3:21])[CH2:4][CH2:5][N:6]1[CH2:12][CH2:11][CH2:10][C:9]2[NH:13][C:14]([CH:17]=O)=[C:15]([CH3:16])[C:8]=2[C:7]1=[O:19])[CH3:2].[O:22]=[C:23]1[CH2:31][C:30]2[C:25](=[CH:26][CH:27]=[C:28]([NH:32][C:33](=[O:35])[CH3:34])[CH:29]=2)[NH:24]1. (4) Given the product [CH:26]1([NH:22][C:16](=[O:18])[C@H:15]([N:8]2[CH:7]=[CH:6][C:5]3[C:10](=[CH:11][CH:12]=[CH:13][C:4]=3[N+:1]([O-:3])=[O:2])[C:9]2=[O:14])[CH3:19])[CH2:27][CH2:28]1, predict the reactants needed to synthesize it. The reactants are: [N+:1]([C:4]1[CH:13]=[CH:12][CH:11]=[C:10]2[C:5]=1[CH:6]=[CH:7][N:8]([C@H:15]([CH3:19])[C:16]([OH:18])=O)[C:9]2=[O:14])([O-:3])=[O:2].O.O[N:22]1[C:26]2[CH:27]=[CH:28][CH:28]=[CH:27][C:26]=2[N:22]=N1.Cl.CN(C)CCCN=C=NCC.C(N(CC)C(C)C)(C)C. (5) Given the product [Cl:1][C:2]1[CH:8]=[C:6]2[C:5](=[CH:4][CH:3]=1)[N:9]1[C:10]([CH:14]([CH3:16])[CH3:15])=[N:11][CH:12]=[C:13]1[C:17](=[O:18])[NH:7]2, predict the reactants needed to synthesize it. The reactants are: [Cl:1][C:2]1[CH:3]=[CH:4][C:5]([N:9]2[CH:13]=[CH:12][N:11]=[C:10]2[CH:14]([CH3:16])[CH3:15])=[C:6]([CH:8]=1)[NH2:7].[C:17](N1C=CN=C1)(N1C=CN=C1)=[O:18].